This data is from NCI-60 drug combinations with 297,098 pairs across 59 cell lines. The task is: Regression. Given two drug SMILES strings and cell line genomic features, predict the synergy score measuring deviation from expected non-interaction effect. (1) Drug 1: C1C(C(OC1N2C=C(C(=O)NC2=O)F)CO)O. Drug 2: C1CNP(=O)(OC1)N(CCCl)CCCl. Cell line: MDA-MB-435. Synergy scores: CSS=5.14, Synergy_ZIP=-1.85, Synergy_Bliss=-1.01, Synergy_Loewe=-17.4, Synergy_HSA=0.200. (2) Drug 1: CC1=C(C(=CC=C1)Cl)NC(=O)C2=CN=C(S2)NC3=CC(=NC(=N3)C)N4CCN(CC4)CCO. Drug 2: C(=O)(N)NO. Cell line: U251. Synergy scores: CSS=7.15, Synergy_ZIP=2.56, Synergy_Bliss=10.3, Synergy_Loewe=-2.23, Synergy_HSA=3.26. (3) Drug 1: CCC1=CC2CC(C3=C(CN(C2)C1)C4=CC=CC=C4N3)(C5=C(C=C6C(=C5)C78CCN9C7C(C=CC9)(C(C(C8N6C)(C(=O)OC)O)OC(=O)C)CC)OC)C(=O)OC.C(C(C(=O)O)O)(C(=O)O)O. Synergy scores: CSS=18.6, Synergy_ZIP=-4.57, Synergy_Bliss=-2.45, Synergy_Loewe=-20.8, Synergy_HSA=-4.24. Drug 2: C1=CC(=CC=C1CC(C(=O)O)N)N(CCCl)CCCl.Cl. Cell line: M14. (4) Synergy scores: CSS=10.8, Synergy_ZIP=-10.9, Synergy_Bliss=-4.50, Synergy_Loewe=-37.8, Synergy_HSA=-5.68. Cell line: NCI/ADR-RES. Drug 2: C1=CC=C(C=C1)NC(=O)CCCCCCC(=O)NO. Drug 1: CC1=C(C=C(C=C1)NC2=NC=CC(=N2)N(C)C3=CC4=NN(C(=C4C=C3)C)C)S(=O)(=O)N.Cl. (5) Drug 1: CCC1=C2CN3C(=CC4=C(C3=O)COC(=O)C4(CC)O)C2=NC5=C1C=C(C=C5)O. Drug 2: C#CCC(CC1=CN=C2C(=N1)C(=NC(=N2)N)N)C3=CC=C(C=C3)C(=O)NC(CCC(=O)O)C(=O)O. Cell line: MALME-3M. Synergy scores: CSS=8.94, Synergy_ZIP=-5.60, Synergy_Bliss=-3.94, Synergy_Loewe=0.0192, Synergy_HSA=0.206. (6) Synergy scores: CSS=19.4, Synergy_ZIP=6.02, Synergy_Bliss=5.04, Synergy_Loewe=15.0, Synergy_HSA=6.25. Drug 1: C1CN1C2=NC(=NC(=N2)N3CC3)N4CC4. Cell line: HS 578T. Drug 2: C1CCN(CC1)CCOC2=CC=C(C=C2)C(=O)C3=C(SC4=C3C=CC(=C4)O)C5=CC=C(C=C5)O.